This data is from Reaction yield outcomes from USPTO patents with 853,638 reactions. The task is: Predict the reaction yield, written as a fraction of the theoretical maximum amount of product (1.0 means a 100% yield; for example, 0.34 means a 34% yield). (1) The reactants are [C:1]([O:5][C:6]([N:8]1[CH2:12][CH:11]([OH:13])[CH2:10][CH:9]1[C:14]1[N:15]([CH2:26][O:27][CH2:28][CH2:29][Si:30]([CH3:33])([CH3:32])[CH3:31])[CH:16]=[C:17]([C:19]2[CH:24]=[CH:23][C:22]([Br:25])=[CH:21][CH:20]=2)[N:18]=1)=[O:7])([CH3:4])([CH3:3])[CH3:2].[H-].[Na+].Br[CH2:37][CH2:38][O:39][CH3:40]. The catalyst is CN(C=O)C. The product is [C:1]([O:5][C:6]([N:8]1[CH2:12][CH:11]([O:13][CH2:37][CH2:38][O:39][CH3:40])[CH2:10][CH:9]1[C:14]1[N:15]([CH2:26][O:27][CH2:28][CH2:29][Si:30]([CH3:33])([CH3:32])[CH3:31])[CH:16]=[C:17]([C:19]2[CH:20]=[CH:21][C:22]([Br:25])=[CH:23][CH:24]=2)[N:18]=1)=[O:7])([CH3:4])([CH3:3])[CH3:2]. The yield is 0.850. (2) The reactants are [CH2:1]([O:3][C:4]([C:6]1[C:10]([C:11]2[CH:16]=[CH:15][CH:14]=[CH:13][CH:12]=2)=[CH:9][S:8][C:7]=1[NH2:17])=[O:5])[CH3:2].[C:18]1(=O)[O:23][C:21](=[O:22])[C:20]2=[CH:24][CH:25]=[CH:26][CH:27]=[C:19]12. The catalyst is C(O)(=O)C. The product is [CH2:1]([O:3][C:4]([C:6]1[C:10]([C:11]2[CH:16]=[CH:15][CH:14]=[CH:13][CH:12]=2)=[CH:9][S:8][C:7]=1[N:17]1[C:21](=[O:22])[C:20]2[C:19](=[CH:27][CH:26]=[CH:25][CH:24]=2)[C:18]1=[O:23])=[O:5])[CH3:2]. The yield is 0.700. (3) The catalyst is C1COCC1. The reactants are [Br-].CP([C:16]1[CH:21]=[CH:20][CH:19]=[CH:18][CH:17]=1)([C:16]1[CH:21]=[CH:20][CH:19]=[CH:18][CH:17]=1)[C:16]1[CH:21]=[CH:20][CH:19]=[CH:18][CH:17]=1.CC(C)([O-])C.[K+].[C:28]1(/C=C/C=O)[CH:33]=CC=[CH:30][CH:29]=1.O. The yield is 0.870. The product is [CH:33](/[C:16]1[CH:17]=[CH:18][CH:19]=[CH:20][CH:21]=1)=[CH:28]\[CH:29]=[CH2:30]. (4) The reactants are [C:1](Cl)(=[O:3])[CH3:2].[OH:5][CH2:6][C:7]1([C:22](O)=[O:23])[CH2:11][CH2:10][N:9]([C:12](=[O:21])[C:13]2[CH:18]=[CH:17][C:16]([O:19][CH3:20])=[CH:15][CH:14]=2)[CH2:8]1.O. The catalyst is C(O)C. The product is [CH2:1]([O:3][C:6]([C:7]1([CH2:22][OH:23])[CH2:11][CH2:10][N:9]([C:12](=[O:21])[C:13]2[CH:18]=[CH:17][C:16]([O:19][CH3:20])=[CH:15][CH:14]=2)[CH2:8]1)=[O:5])[CH3:2]. The yield is 0.610.